Dataset: Catalyst prediction with 721,799 reactions and 888 catalyst types from USPTO. Task: Predict which catalyst facilitates the given reaction. Reactant: [NH2:1][C:2]1[CH:3]=[N:4][CH:5]=[CH:6][C:7]=1[NH2:8].Cl.[Cl:10][C:11]1[CH:12]=[CH:13][C:14]([O:28][CH2:29][CH:30]([CH3:32])[CH3:31])=[C:15]([CH2:17][N:18]2[C:22]([CH3:23])=[CH:21][C:20]([C:24](=N)OC)=[N:19]2)[CH:16]=1. Product: [ClH:10].[Cl:10][C:11]1[CH:12]=[CH:13][C:14]([O:28][CH2:29][CH:30]([CH3:32])[CH3:31])=[C:15]([CH2:17][N:18]2[C:22]([CH3:23])=[CH:21][C:20]([C:24]3[NH:8][C:7]4[CH:6]=[CH:5][N:4]=[CH:3][C:2]=4[N:1]=3)=[N:19]2)[CH:16]=1. The catalyst class is: 15.